The task is: Predict the reaction yield, written as a fraction of the theoretical maximum amount of product (1.0 means a 100% yield; for example, 0.34 means a 34% yield).. This data is from Reaction yield outcomes from USPTO patents with 853,638 reactions. (1) The reactants are [I:1][C:2]1[CH:3]=[C:4]2[C:8](=[CH:9][CH:10]=1)[NH:7][C:6](=[O:11])[C:5]2=O.[N:13]1[CH:18]=[CH:17][CH:16]=[CH:15][C:14]=1[C:19]1[S:23][C:22]([S:24]([NH:27][NH2:28])(=[O:26])=[O:25])=[CH:21][CH:20]=1. The catalyst is C(O)(=O)C. The product is [I:1][C:2]1[CH:3]=[C:4]2[C:8](=[CH:9][CH:10]=1)[NH:7][C:6](=[O:11])[C:5]2=[N:28][NH:27][S:24]([C:22]1[S:23][C:19]([C:14]2[CH:15]=[CH:16][CH:17]=[CH:18][N:13]=2)=[CH:20][CH:21]=1)(=[O:25])=[O:26]. The yield is 0.230. (2) The reactants are Br[C:2]1[N:6]([S:7]([C:10]2[CH:11]=[N:12][CH:13]=[CH:14][CH:15]=2)(=[O:9])=[O:8])[CH:5]=[C:4]([CH2:16][N:17]([CH3:25])[C:18](=[O:24])[O:19][C:20]([CH3:23])([CH3:22])[CH3:21])[CH:3]=1.[F:26][CH:27]([F:44])[O:28][C:29]1[CH:34]=[CH:33][C:32](B2OC(C)(C)C(C)(C)O2)=[CH:31][CH:30]=1.C(=O)([O-])[O-].[Na+].[Na+]. The catalyst is C(COC)OC.O.C1C=CC([P]([Pd]([P](C2C=CC=CC=2)(C2C=CC=CC=2)C2C=CC=CC=2)([P](C2C=CC=CC=2)(C2C=CC=CC=2)C2C=CC=CC=2)[P](C2C=CC=CC=2)(C2C=CC=CC=2)C2C=CC=CC=2)(C2C=CC=CC=2)C2C=CC=CC=2)=CC=1. The product is [C:20]([O:19][C:18](=[O:24])[N:17]([CH2:16][C:4]1[CH:3]=[C:2]([C:32]2[CH:33]=[CH:34][C:29]([O:28][CH:27]([F:44])[F:26])=[CH:30][CH:31]=2)[N:6]([S:7]([C:10]2[CH:11]=[N:12][CH:13]=[CH:14][CH:15]=2)(=[O:9])=[O:8])[CH:5]=1)[CH3:25])([CH3:23])([CH3:22])[CH3:21]. The yield is 1.00. (3) The reactants are [CH3:1][O:2][C:3]([C:5]1[CH:9]=[CH:8][NH:7][CH:6]=1)=[O:4].[B:10]1([B:10]2[O:14][C:13]([CH3:16])([CH3:15])[C:12]([CH3:18])([CH3:17])[O:11]2)[O:14][C:13]([CH3:16])([CH3:15])[C:12]([CH3:18])([CH3:17])[O:11]1. The catalyst is C(C1C=CN=C(C2C=C(C(C)(C)C)C=CN=2)C=1)(C)(C)C.C1CCCCC1. The product is [CH3:17][C:12]1([CH3:18])[C:13]([CH3:16])([CH3:15])[O:14][B:10]([C:8]2[NH:7][CH:6]=[C:5]([C:3]([O:2][CH3:1])=[O:4])[CH:9]=2)[O:11]1. The yield is 0.700. (4) The reactants are C([C@@H]1N(C(=O)C2C=CC(OC3C=CC=CC=3)=CC=2)C[C@H](CC(C)C)NC1=O)C(C)C.[CH2:31]([C@@H:35]1[NH:40][CH2:39][C@H:38]([C:41]2[CH:46]=[CH:45][CH:44]=[CH:43][CH:42]=2)[NH:37][C:36]1=[O:47])[CH:32]([CH3:34])[CH3:33].[F:48][C:49]1[C:50]([C:61](O)=[O:62])=[N:51][O:52][C:53]=1[C:54]1[CH:59]=[CH:58][C:57]([F:60])=[CH:56][CH:55]=1. No catalyst specified. The product is [F:48][C:49]1[C:50]([C:61]([N:40]2[CH2:39][C@H:38]([C:41]3[CH:42]=[CH:43][CH:44]=[CH:45][CH:46]=3)[NH:37][C:36](=[O:47])[C@@H:35]2[CH2:31][CH:32]([CH3:34])[CH3:33])=[O:62])=[N:51][O:52][C:53]=1[C:54]1[CH:55]=[CH:56][C:57]([F:60])=[CH:58][CH:59]=1. The yield is 0.660. (5) The reactants are [Cl:1][C:2]1[N:7]=[C:6](Cl)[C:5]([Cl:9])=[CH:4][N:3]=1.[NH2:10][CH:11]1[CH2:28][CH2:27][C:14]2([CH2:19][CH2:18][N:17]([C:20]([O:22][C:23]([CH3:26])([CH3:25])[CH3:24])=[O:21])[CH2:16][CH2:15]2)[CH2:13][CH2:12]1.CCN(CC)CC. The catalyst is C(O)C. The product is [Cl:1][C:2]1[N:7]=[C:6]([NH:10][CH:11]2[CH2:12][CH2:13][C:14]3([CH2:19][CH2:18][N:17]([C:20]([O:22][C:23]([CH3:24])([CH3:25])[CH3:26])=[O:21])[CH2:16][CH2:15]3)[CH2:27][CH2:28]2)[C:5]([Cl:9])=[CH:4][N:3]=1. The yield is 0.345. (6) The reactants are I[C:2]1[CH:3]=[N:4][N:5]([C:7](=[O:9])[CH3:8])[CH:6]=1.[C:10]([O:14][CH3:15])(=[O:13])[CH:11]=[CH2:12].C(N(CC)CC)C.P(OC)(OC)OC. The catalyst is C([O-])(=O)C.[Pd+2].C([O-])(=O)C.CN(C)C=O. The product is [C:7]([N:5]1[CH:6]=[C:2](/[CH:12]=[CH:11]/[C:10]([O:14][CH3:15])=[O:13])[CH:3]=[N:4]1)(=[O:9])[CH3:8]. The yield is 0.840.